Dataset: Forward reaction prediction with 1.9M reactions from USPTO patents (1976-2016). Task: Predict the product of the given reaction. Given the reactants [CH3:1][C:2]1[N:7]=[C:6]2[S:8][C:9]3[CH2:14][CH2:13][CH2:12][CH2:11][C:10]=3[C:5]2=[C:4]([C:15]2[CH:20]=[CH:19][C:18]([F:21])=[CH:17][CH:16]=2)[C:3]=1[CH2:22][C:23]([O:25][CH3:26])=[O:24].[Li+].C[Si]([N-][Si](C)(C)C)(C)C.[CH2:37]1[CH2:41]OC[CH2:38]1.ICCC, predict the reaction product. The product is: [CH3:1][C:2]1[N:7]=[C:6]2[S:8][C:9]3[CH2:14][CH2:13][CH2:12][CH2:11][C:10]=3[C:5]2=[C:4]([C:15]2[CH:16]=[CH:17][C:18]([F:21])=[CH:19][CH:20]=2)[C:3]=1[CH:22]([CH2:38][CH2:37][CH3:41])[C:23]([O:25][CH3:26])=[O:24].